Dataset: Full USPTO retrosynthesis dataset with 1.9M reactions from patents (1976-2016). Task: Predict the reactants needed to synthesize the given product. (1) Given the product [NH2:12][C:7]1[CH:6]=[C:5]2[C:10]([C:2]([CH3:23])([CH3:1])[C:3](=[O:22])[N:4]2[C:15]([O:17][C:18]([CH3:19])([CH3:20])[CH3:21])=[O:16])=[C:9]([CH3:11])[CH:8]=1, predict the reactants needed to synthesize it. The reactants are: [CH3:1][C:2]1([CH3:23])[C:10]2[C:5](=[CH:6][C:7]([N+:12]([O-])=O)=[CH:8][C:9]=2[CH3:11])[N:4]([C:15]([O:17][C:18]([CH3:21])([CH3:20])[CH3:19])=[O:16])[C:3]1=[O:22]. (2) Given the product [C:16]([O:15][C:13]([N:10]1[CH2:9][CH2:8][C:6]2([CH2:5][CH:4]([OH:3])[CH2:7]2)[CH2:12][CH2:11]1)=[O:14])([CH3:19])([CH3:17])[CH3:18], predict the reactants needed to synthesize it. The reactants are: [BH4-].[Na+].[O:3]=[C:4]1[CH2:7][C:6]2([CH2:12][CH2:11][N:10]([C:13]([O:15][C:16]([CH3:19])([CH3:18])[CH3:17])=[O:14])[CH2:9][CH2:8]2)[CH2:5]1.II. (3) Given the product [Br:18][C:16]1[CH:15]=[N:14][CH:13]=[C:12]([CH2:11][S:5][CH2:3][CH3:4])[CH:17]=1, predict the reactants needed to synthesize it. The reactants are: [H-].[Na+].[CH2:3]([SH:5])[CH3:4].CS(O[CH2:11][C:12]1[CH:13]=[N:14][CH:15]=[C:16]([Br:18])[CH:17]=1)(=O)=O. (4) Given the product [CH3:18][O:19][C:20]1[CH:21]=[CH:22][C:23]([CH3:27])=[C:24]([CH:26]=1)[NH:25][C:2]1[CH:7]=[C:6]([C:8]([F:11])([F:10])[F:9])[N:5]=[C:4]([C:12]2[CH:17]=[CH:16][CH:15]=[CH:14][CH:13]=2)[N:3]=1, predict the reactants needed to synthesize it. The reactants are: Cl[C:2]1[CH:7]=[C:6]([C:8]([F:11])([F:10])[F:9])[N:5]=[C:4]([C:12]2[CH:17]=[CH:16][CH:15]=[CH:14][CH:13]=2)[N:3]=1.[CH3:18][O:19][C:20]1[CH:21]=[CH:22][C:23]([CH3:27])=[C:24]([CH:26]=1)[NH2:25]. (5) Given the product [Br:1][C:2]1[CH:3]=[CH:4][C:5]([OH:10])=[C:6]([CH2:7][N:21]2[CH2:20][CH2:19][C:18]([C:15]3[CH:16]=[CH:17][C:12]([Br:11])=[CH:13][CH:14]=3)([OH:24])[CH2:23][CH2:22]2)[CH:9]=1, predict the reactants needed to synthesize it. The reactants are: [Br:1][C:2]1[CH:3]=[CH:4][C:5]([OH:10])=[C:6]([CH:9]=1)[CH:7]=O.[Br:11][C:12]1[CH:17]=[CH:16][C:15]([C:18]2([OH:24])[CH2:23][CH2:22][NH:21][CH2:20][CH2:19]2)=[CH:14][CH:13]=1.CC(O)=O.[BH-](OC(C)=O)(OC(C)=O)OC(C)=O.[Na+]. (6) Given the product [C:1]([O:8][CH2:9][CH2:10][CH2:11][CH2:12][CH3:13])(=[O:7])[CH2:2][CH2:3][C:4]([CH3:6])=[O:5].[CH:13]([O:8][CH2:1][CH2:2][CH2:3][CH2:4][CH3:6])=[O:14], predict the reactants needed to synthesize it. The reactants are: [C:1]([OH:8])(=[O:7])[CH2:2][CH2:3][C:4]([CH3:6])=[O:5].[CH:9](=O)[C:10]1[O:14][CH:13]=[CH:12][CH:11]=1.S(=O)(=O)(O)O. (7) Given the product [CH:15]1([C:12]2[C:10]3[N:11]=[C:6]4[CH2:5][NH:4][CH2:3][CH2:2][N:7]4[C:8](=[O:20])[C:9]=3[NH:14][N:13]=2)[CH2:19][CH2:18][CH2:17][CH2:16]1, predict the reactants needed to synthesize it. The reactants are: Cl[CH2:2][CH2:3][NH:4][CH2:5][C:6]1[NH:7][C:8](=[O:20])[C:9]2[NH:14][N:13]=[C:12]([CH:15]3[CH2:19][CH2:18][CH2:17][CH2:16]3)[C:10]=2[N:11]=1.C(=O)([O-])[O-].[Cs+].[Cs+].